From a dataset of NCI-60 drug combinations with 297,098 pairs across 59 cell lines. Regression. Given two drug SMILES strings and cell line genomic features, predict the synergy score measuring deviation from expected non-interaction effect. (1) Drug 1: C1C(C(OC1N2C=NC3=C(N=C(N=C32)Cl)N)CO)O. Drug 2: CC(C)CN1C=NC2=C1C3=CC=CC=C3N=C2N. Cell line: CCRF-CEM. Synergy scores: CSS=66.7, Synergy_ZIP=-0.289, Synergy_Bliss=-1.76, Synergy_Loewe=-12.6, Synergy_HSA=-1.34. (2) Cell line: A549. Synergy scores: CSS=59.1, Synergy_ZIP=-5.40, Synergy_Bliss=-6.50, Synergy_Loewe=-4.50, Synergy_HSA=-1.36. Drug 1: CC1OCC2C(O1)C(C(C(O2)OC3C4COC(=O)C4C(C5=CC6=C(C=C35)OCO6)C7=CC(=C(C(=C7)OC)O)OC)O)O. Drug 2: C1=NC2=C(N1)C(=S)N=C(N2)N. (3) Drug 1: CC1=C(N=C(N=C1N)C(CC(=O)N)NCC(C(=O)N)N)C(=O)NC(C(C2=CN=CN2)OC3C(C(C(C(O3)CO)O)O)OC4C(C(C(C(O4)CO)O)OC(=O)N)O)C(=O)NC(C)C(C(C)C(=O)NC(C(C)O)C(=O)NCCC5=NC(=CS5)C6=NC(=CS6)C(=O)NCCC[S+](C)C)O. Drug 2: C(CCl)NC(=O)N(CCCl)N=O. Cell line: RXF 393. Synergy scores: CSS=6.96, Synergy_ZIP=-5.24, Synergy_Bliss=-0.988, Synergy_Loewe=-6.29, Synergy_HSA=-2.39. (4) Drug 1: CN1C2=C(C=C(C=C2)N(CCCl)CCCl)N=C1CCCC(=O)O.Cl. Drug 2: C1=NC2=C(N1)C(=S)N=CN2. Cell line: COLO 205. Synergy scores: CSS=19.5, Synergy_ZIP=-9.08, Synergy_Bliss=-8.98, Synergy_Loewe=-51.7, Synergy_HSA=-8.66. (5) Drug 1: CS(=O)(=O)C1=CC(=C(C=C1)C(=O)NC2=CC(=C(C=C2)Cl)C3=CC=CC=N3)Cl. Drug 2: CC(C)CN1C=NC2=C1C3=CC=CC=C3N=C2N. Cell line: BT-549. Synergy scores: CSS=-2.38, Synergy_ZIP=5.86, Synergy_Bliss=-0.477, Synergy_Loewe=-3.05, Synergy_HSA=-2.79. (6) Drug 1: CC1=C(C=C(C=C1)NC2=NC=CC(=N2)N(C)C3=CC4=NN(C(=C4C=C3)C)C)S(=O)(=O)N.Cl. Drug 2: CCC1(CC2CC(C3=C(CCN(C2)C1)C4=CC=CC=C4N3)(C5=C(C=C6C(=C5)C78CCN9C7C(C=CC9)(C(C(C8N6C)(C(=O)OC)O)OC(=O)C)CC)OC)C(=O)OC)O.OS(=O)(=O)O. Cell line: IGROV1. Synergy scores: CSS=13.6, Synergy_ZIP=-6.85, Synergy_Bliss=-4.71, Synergy_Loewe=-26.6, Synergy_HSA=-5.04.